Task: Regression. Given two drug SMILES strings and cell line genomic features, predict the synergy score measuring deviation from expected non-interaction effect.. Dataset: NCI-60 drug combinations with 297,098 pairs across 59 cell lines Drug 1: CC1=C2C(C(=O)C3(C(CC4C(C3C(C(C2(C)C)(CC1OC(=O)C(C(C5=CC=CC=C5)NC(=O)C6=CC=CC=C6)O)O)OC(=O)C7=CC=CC=C7)(CO4)OC(=O)C)O)C)OC(=O)C. Synergy scores: CSS=24.6, Synergy_ZIP=-1.49, Synergy_Bliss=4.30, Synergy_Loewe=-5.74, Synergy_HSA=8.89. Cell line: EKVX. Drug 2: COCCOC1=C(C=C2C(=C1)C(=NC=N2)NC3=CC=CC(=C3)C#C)OCCOC.Cl.